Dataset: Forward reaction prediction with 1.9M reactions from USPTO patents (1976-2016). Task: Predict the product of the given reaction. Given the reactants [CH:1]1([C:4]2[NH:8][N:7]=[C:6]([NH:9][C:10]3[C:15]([NH2:16])=[CH:14][N:13]=[C:12]([NH:17][C@H:18]([C:20]4[CH:25]=[CH:24][C:23]([F:26])=[CH:22][CH:21]=4)[CH3:19])[CH:11]=3)[CH:5]=2)[CH2:3][CH2:2]1.[C:27](O)(=O)C.C(N)=N.C([O-])(O)=O.[Na+].CCOC(C)=O, predict the reaction product. The product is: [CH:1]1([C:4]2[NH:8][N:7]=[C:6]([N:9]3[C:10]4[CH:11]=[C:12]([NH:17][C@H:18]([C:20]5[CH:21]=[CH:22][C:23]([F:26])=[CH:24][CH:25]=5)[CH3:19])[N:13]=[CH:14][C:15]=4[N:16]=[CH:27]3)[CH:5]=2)[CH2:3][CH2:2]1.